This data is from Full USPTO retrosynthesis dataset with 1.9M reactions from patents (1976-2016). The task is: Predict the reactants needed to synthesize the given product. (1) Given the product [CH3:19][O:18][C:16]1[CH:15]=[CH:14][C:9]([C:10]([NH:12][CH3:13])=[O:11])=[C:8]([CH:1]([C:2]2[CH:3]=[CH:4][CH:5]=[CH:6][CH:7]=2)[CH:25]=[O:26])[CH:17]=1, predict the reactants needed to synthesize it. The reactants are: [CH2:1]([C:8]1[CH:17]=[C:16]([O:18][CH3:19])[CH:15]=[CH:14][C:9]=1[C:10]([NH:12][CH3:13])=[O:11])[C:2]1[CH:7]=[CH:6][CH:5]=[CH:4][CH:3]=1.[Li]CCCC.[CH:25](OCC)=[O:26]. (2) Given the product [F:9][C:10]1[CH:15]=[CH:14][CH:13]=[CH:12][C:11]=1[C:2]1[N:7]=[C:6]([NH2:8])[CH:5]=[N:4][CH:3]=1, predict the reactants needed to synthesize it. The reactants are: Br[C:2]1[N:7]=[C:6]([NH2:8])[CH:5]=[N:4][CH:3]=1.[F:9][C:10]1[CH:15]=[CH:14][CH:13]=[CH:12][C:11]=1B(O)O.C([O-])([O-])=O.[Na+].[Na+].C1(C)C=CC=CC=1. (3) Given the product [Cl:1][C:2]1[CH:3]=[C:4]([CH2:9][CH2:10][C:11]([CH:13]2[CH2:17][CH2:16][CH2:15][CH2:14]2)=[O:12])[CH:5]=[CH:6][C:7]=1[O:8][CH2:33][CH:34]1[CH2:36][CH2:35]1, predict the reactants needed to synthesize it. The reactants are: [Cl:1][C:2]1[CH:3]=[C:4]([CH2:9][CH2:10][C:11]([CH:13]2[CH2:17][CH2:16][CH2:15][CH2:14]2)=[O:12])[CH:5]=[CH:6][C:7]=1[OH:8].CN(C=O)C.CC#N.C([O-])([O-])=O.[K+].[K+].Br[CH2:33][CH:34]1[CH2:36][CH2:35]1. (4) Given the product [C:1]([O:5][C:6]([NH:8][CH2:9][CH2:10][N:11]([CH3:24])[C:12]1[C:13]([CH3:23])=[C:14]([CH:19]=[C:20]([Cl:22])[CH:21]=1)[C:15]([O:17][CH3:18])=[O:16])=[O:7])([CH3:4])([CH3:3])[CH3:2], predict the reactants needed to synthesize it. The reactants are: [C:1]([O:5][C:6]([NH:8][CH2:9][CH2:10][NH:11][C:12]1[C:13]([CH3:23])=[C:14]([CH:19]=[C:20]([Cl:22])[CH:21]=1)[C:15]([O:17][CH3:18])=[O:16])=[O:7])([CH3:4])([CH3:3])[CH3:2].[C:24](=O)([O-])[O-].[Cs+].[Cs+].CI. (5) Given the product [Cl:1][C:2]1[CH:7]=[CH:6][C:5]([Cl:8])=[CH:4][C:3]=1[CH:9]1[CH2:14][C:13](=[O:15])[N:12]([CH2:16][C:17]([NH:33][C:32]2[CH:34]=[CH:35][C:29]([C:28]3[NH:27][N:26]=[N:25][N:24]=3)=[CH:30][CH:31]=2)=[O:18])[C:11]2[CH2:20][CH2:21][C:22](=[O:23])[C:10]1=2, predict the reactants needed to synthesize it. The reactants are: [Cl:1][C:2]1[CH:7]=[CH:6][C:5]([Cl:8])=[CH:4][C:3]=1[CH:9]1[CH2:14][C:13](=[O:15])[N:12]([CH2:16][C:17](O)=[O:18])[C:11]2[CH2:20][CH2:21][C:22](=[O:23])[C:10]1=2.[NH:24]1[C:28]([C:29]2[CH:35]=[CH:34][C:32]([NH2:33])=[CH:31][CH:30]=2)=[N:27][N:26]=[N:25]1. (6) The reactants are: [C:1]([CH2:4][CH2:5][C:6]1[C:10]([CH3:11])=[CH:9][NH:8][CH:7]=1)([OH:3])=[O:2].CO.[CH3:14][C:15]1C=CC(S(N(N=O)C)(=O)=O)=CC=1.[OH-].[K+]. Given the product [CH2:14]([O:2][C:1]([CH2:4][CH2:5][C:6]1[C:10]([CH3:11])=[CH:9][NH:8][CH:7]=1)=[O:3])[CH3:15], predict the reactants needed to synthesize it.